From a dataset of Full USPTO retrosynthesis dataset with 1.9M reactions from patents (1976-2016). Predict the reactants needed to synthesize the given product. (1) The reactants are: [CH3:1][N:2]([CH2:10][CH:11]=O)[C:3](=[O:9])[O:4][C:5]([CH3:8])([CH3:7])[CH3:6].Cl.Cl.[CH2:15]([C:19]1([N:25]([CH3:27])[CH3:26])[CH2:24][CH2:23][NH:22][CH2:21][CH2:20]1)[CH2:16][CH2:17][CH3:18].C([BH3-])#N.[Na+].CO.C(Cl)(Cl)Cl. Given the product [CH2:15]([C:19]1([N:25]([CH3:27])[CH3:26])[CH2:24][CH2:23][N:22]([CH2:11][CH2:10][N:2]([CH3:1])[C:3](=[O:9])[O:4][C:5]([CH3:8])([CH3:7])[CH3:6])[CH2:21][CH2:20]1)[CH2:16][CH2:17][CH3:18], predict the reactants needed to synthesize it. (2) Given the product [S:24]([C:28]1[CH:36]=[CH:35][C:14]([C:13]([NH:10][CH2:11][CH2:12][N:18]([CH3:21])[CH3:15])=[O:37])=[CH:30][CH:29]=1)(=[O:27])(=[O:26])[NH2:25], predict the reactants needed to synthesize it. The reactants are: CNN(CC)NC.C([N:10]([CH2:13][CH3:14])[CH2:11][CH3:12])C.[CH:15]([N:18]([CH:21](C)C)CC)(C)C.[S:24]([C:28]1[CH:36]=[CH:35]C=C[C:29]=1[C:30](Cl)=O)(=[O:27])(=[O:26])[NH2:25].[O:37]1CCCC1. (3) Given the product [CH2:25]([O:32][C:33]1[N:34]=[C:35]([N:19]2[CH2:18][CH2:17][C:14]3([C:13](=[O:22])[N:12]([C:9]4[CH:10]=[CH:11][C:6]([O:5][C:4]([F:3])([F:23])[F:24])=[CH:7][CH:8]=4)[CH2:16][CH2:15]3)[CH2:21][CH2:20]2)[CH:36]=[CH:37][CH:38]=1)[C:26]1[CH:27]=[CH:28][CH:29]=[CH:30][CH:31]=1, predict the reactants needed to synthesize it. The reactants are: [H-].[Na+].[F:3][C:4]([F:24])([F:23])[O:5][C:6]1[CH:11]=[CH:10][C:9]([N:12]2[CH2:16][CH2:15][C:14]3([CH2:21][CH2:20][NH:19][CH2:18][CH2:17]3)[C:13]2=[O:22])=[CH:8][CH:7]=1.[CH2:25]([O:32][C:33]1[CH:38]=[CH:37][CH:36]=[C:35](F)[N:34]=1)[C:26]1[CH:31]=[CH:30][CH:29]=[CH:28][CH:27]=1. (4) Given the product [CH:8]1([C:7]2[C:2]([O:17][CH2:16][C:15]([F:19])([F:18])[F:14])=[CH:3][C:4]([C:11]([OH:13])=[O:12])=[N:5][CH:6]=2)[CH2:10][CH2:9]1, predict the reactants needed to synthesize it. The reactants are: Cl[C:2]1[C:7]([CH:8]2[CH2:10][CH2:9]2)=[CH:6][N:5]=[C:4]([C:11]([OH:13])=[O:12])[CH:3]=1.[F:14][C:15]([F:19])([F:18])[CH2:16][OH:17].[H-].[Na+].Cl. (5) Given the product [CH3:1][O:2][C:3]1[C:11]([CH2:12][CH2:13][O:14][CH2:18][C:15]([OH:19])=[O:23])=[CH:10][C:6]2[CH:7]=[CH:8][O:9][C:5]=2[CH:4]=1, predict the reactants needed to synthesize it. The reactants are: [CH3:1][O:2][C:3]1[C:11]([CH2:12][CH2:13][OH:14])=[CH:10][C:6]2[CH:7]=[CH:8][O:9][C:5]=2[CH:4]=1.[C:15]([OH:19])([CH3:18])(C)C.CC(C)([O-:23])C.[K+].Cl. (6) Given the product [C:1]([O:5][C:6]([CH:8]1[CH2:9][CH2:10][CH:11]([NH2:14])[CH2:12][CH2:13]1)=[O:7])([CH3:4])([CH3:2])[CH3:3], predict the reactants needed to synthesize it. The reactants are: [C:1]([O:5][C:6]([CH:8]1[CH2:13][CH2:12][CH:11]([NH:14]C(OCC2C=CC=CC=2)=O)[CH2:10][CH2:9]1)=[O:7])([CH3:4])([CH3:3])[CH3:2].[H][H].